This data is from Full USPTO retrosynthesis dataset with 1.9M reactions from patents (1976-2016). The task is: Predict the reactants needed to synthesize the given product. (1) Given the product [F:13][CH2:14][CH2:15][O:16][N:17]=[C:4]1[C:6]2[C:11](=[N:10][CH:9]=[CH:8][CH:7]=2)[NH:1][C:2]1=[O:3], predict the reactants needed to synthesize it. The reactants are: [NH:1]1[C:11]2[C:6](=[CH:7][CH:8]=[CH:9][N:10]=2)[C:4](=O)[C:2]1=[O:3].Cl.[F:13][CH2:14][CH2:15][O:16][NH2:17]. (2) Given the product [O:15]1[C:19]2([CH2:24][CH2:23][O:22][CH2:21][CH:20]2[NH:25][S:11]([CH:8]([CH3:10])[CH3:9])(=[O:13])=[O:12])[O:18][CH2:17][CH2:16]1, predict the reactants needed to synthesize it. The reactants are: C(N(CC)CC)C.[CH:8]([S:11](Cl)(=[O:13])=[O:12])([CH3:10])[CH3:9].[O:15]1[C:19]2([CH2:24][CH2:23][O:22][CH2:21][CH:20]2[NH2:25])[O:18][CH2:17][CH2:16]1. (3) Given the product [Cl:40][C:34]1[CH:35]=[C:36]([Cl:39])[CH:37]=[CH:38][C:33]=1[C:31]1[N:32]=[C:28](/[CH:27]=[CH:26]/[C:21]2[CH:22]=[C:23]3[C:18](=[CH:19][CH:20]=2)[CH:17]=[C:16]([O:15][CH2:14][CH2:13][CH2:12][C:11]([OH:43])=[O:10])[CH:25]=[CH:24]3)[N:29]([CH2:41][CH3:42])[CH:30]=1, predict the reactants needed to synthesize it. The reactants are: BrCCCC(OC)=O.C[O:10][C:11](=[O:43])[CH2:12][CH2:13][CH2:14][O:15][C:16]1[CH:25]=[CH:24][C:23]2[C:18](=[CH:19][CH:20]=[C:21](/[CH:26]=[CH:27]/[C:28]3[N:29]([CH2:41][CH3:42])[CH:30]=[C:31]([C:33]4[CH:38]=[CH:37][C:36]([Cl:39])=[CH:35][C:34]=4[Cl:40])[N:32]=3)[CH:22]=2)[CH:17]=1. (4) Given the product [Br:20][CH2:17][C:3]1[CH:4]=[C:5]([NH:8][C:9]([C:11]2[CH:15]=[CH:14][O:13][C:12]=2[CH3:16])=[O:10])[CH:6]=[CH:7][C:2]=1[Cl:1], predict the reactants needed to synthesize it. The reactants are: [Cl:1][C:2]1[CH:7]=[CH:6][C:5]([NH:8][C:9]([C:11]2[CH:15]=[CH:14][O:13][C:12]=2[CH3:16])=[O:10])=[CH:4][C:3]=1[CH2:17]O.P(Br)(Br)[Br:20].O. (5) Given the product [Cl:3][C:4]1[CH:35]=[CH:34][C:7]([CH2:8][N:9]2[C:17]3[C:12](=[CH:13][C:14]([CH2:18][NH:2][CH3:1])=[CH:15][CH:16]=3)[C:11]([C:20](=[O:32])[C:21]([NH:23][C:24]3[CH:29]=[CH:28][N:27]=[C:26]([O:30][CH3:31])[CH:25]=3)=[O:22])=[C:10]2[CH3:33])=[CH:6][CH:5]=1, predict the reactants needed to synthesize it. The reactants are: [CH3:1][NH2:2].[Cl:3][C:4]1[CH:35]=[CH:34][C:7]([CH2:8][N:9]2[C:17]3[C:12](=[CH:13][C:14]([CH:18]=O)=[CH:15][CH:16]=3)[C:11]([C:20](=[O:32])[C:21]([NH:23][C:24]3[CH:29]=[CH:28][N:27]=[C:26]([O:30][CH3:31])[CH:25]=3)=[O:22])=[C:10]2[CH3:33])=[CH:6][CH:5]=1.C(O[BH-](OC(=O)C)OC(=O)C)(=O)C.[Na+].C(OCC)(=O)C. (6) Given the product [C:34]([O:38][C:39](=[O:40])[NH:41][CH2:42][CH2:43][C:44]([N:29]1[CH2:28][CH2:27][CH:26]([C:24](=[O:25])[NH:23][C:10]2[CH:11]=[C:12]([O:14][C:15]3[CH:16]=[CH:17][C:18]([C:21]#[N:22])=[CH:19][CH:20]=3)[CH:13]=[C:8]([O:7][C:6]3[CH:5]=[CH:4][C:3]([C:1]#[N:2])=[CH:33][CH:32]=3)[CH:9]=2)[CH2:31][CH2:30]1)=[O:45])([CH3:37])([CH3:35])[CH3:36], predict the reactants needed to synthesize it. The reactants are: [C:1]([C:3]1[CH:33]=[CH:32][C:6]([O:7][C:8]2[CH:9]=[C:10]([NH:23][C:24]([CH:26]3[CH2:31][CH2:30][NH:29][CH2:28][CH2:27]3)=[O:25])[CH:11]=[C:12]([O:14][C:15]3[CH:20]=[CH:19][C:18]([C:21]#[N:22])=[CH:17][CH:16]=3)[CH:13]=2)=[CH:5][CH:4]=1)#[N:2].[C:34]([O:38][C:39]([NH:41][CH2:42][CH2:43][C:44](O)=[O:45])=[O:40])([CH3:37])([CH3:36])[CH3:35].